From a dataset of Cav3 T-type calcium channel HTS with 100,875 compounds. Binary Classification. Given a drug SMILES string, predict its activity (active/inactive) in a high-throughput screening assay against a specified biological target. (1) The compound is S(=O)(=O)(N(c1cc2OCOc2cc1)CC(=O)Nc1ccc(CC)cc1)c1c(onc1C)C. The result is 0 (inactive). (2) The compound is Clc1cc(C2CC(O)=CC(=O)C2)ccc1Cl. The result is 0 (inactive). (3) The molecule is O=C1C=2C(C(=C(NC2c2c1cccc2)C)C(OCC)=O)c1cccnc1. The result is 0 (inactive). (4) The compound is FC(F)(F)C(c1cc2[nH]c(nc2cc1)C)(C(F)(F)F)C(F)(F)F. The result is 0 (inactive). (5) The molecule is S(c1n(CCC=2CCCCC2)c(=O)c2c(n1)cc(OC)c(OC)c2)Cc1c(onc1C)C. The result is 0 (inactive). (6) The molecule is O=c1n(n(c(c1n1cc(cc(c1=O)C#N)C(=O)c1c(O)ccc(OC)c1)C)C)c1ccccc1. The result is 0 (inactive). (7) The drug is o1nc(nc1c1cc2c(cc1)cccc2)c1ccccc1. The result is 0 (inactive). (8) The compound is O=C(NC1CCCCC1)N1CCN(CC1)c1cc(OC)ccc1. The result is 0 (inactive). (9) The compound is S(Cc1ccccc1)CC(=O)Nc1sc(nn1)COC. The result is 0 (inactive).